From a dataset of Full USPTO retrosynthesis dataset with 1.9M reactions from patents (1976-2016). Predict the reactants needed to synthesize the given product. Given the product [F:1][C:2]1[CH:8]=[CH:7][CH:6]=[CH:5][C:3]=1[NH:4]/[C:10](=[CH:9]/[C:15]([O:17][CH3:18])=[O:16])/[C:11]([O:13][CH3:14])=[O:12], predict the reactants needed to synthesize it. The reactants are: [F:1][C:2]1[CH:8]=[CH:7][CH:6]=[CH:5][C:3]=1[NH2:4].[C:9]([C:15]([O:17][CH3:18])=[O:16])#[C:10][C:11]([O:13][CH3:14])=[O:12].